From a dataset of Forward reaction prediction with 1.9M reactions from USPTO patents (1976-2016). Predict the product of the given reaction. Given the reactants [NH2:1][C:2]1[C:10]([C:11]#[C:12][C:13]2[CH:18]=[CH:17][CH:16]=[C:15]([NH:19][C:20]([C:22]3[N:23]([CH3:28])[N:24]=[C:25]([CH3:27])[CH:26]=3)=[O:21])[CH:14]=2)=[CH:9][C:5]([C:6]([OH:8])=O)=[CH:4][N:3]=1.[CH3:29][S:30]([C:33]1[CH:38]=[CH:37][C:36]([CH2:39][CH2:40][C:41]([O:43][CH3:44])=[O:42])=[CH:35][CH:34]=1)(=[NH:32])=[O:31], predict the reaction product. The product is: [NH2:1][C:2]1[N:3]=[CH:4][C:5]([C:6]([N:32]=[S:30]([C:33]2[CH:34]=[CH:35][C:36]([CH2:39][CH2:40][C:41]([O:43][CH3:44])=[O:42])=[CH:37][CH:38]=2)([CH3:29])=[O:31])=[O:8])=[CH:9][C:10]=1[C:11]#[C:12][C:13]1[CH:18]=[CH:17][CH:16]=[C:15]([NH:19][C:20]([C:22]2[N:23]([CH3:28])[N:24]=[C:25]([CH3:27])[CH:26]=2)=[O:21])[CH:14]=1.